Predict which catalyst facilitates the given reaction. From a dataset of Catalyst prediction with 721,799 reactions and 888 catalyst types from USPTO. (1) Reactant: [CH2:1]([O:3][C:4](=[O:18])[CH:5]=[CH:6][C:7]1[C:11]2[CH:12]=[C:13]([CH:16]=[O:17])[CH:14]=[CH:15][C:10]=2[O:9][CH:8]=1)[CH3:2]. Product: [CH2:1]([O:3][C:4](=[O:18])[CH2:5][CH2:6][C:7]1[C:11]2[CH:12]=[C:13]([CH:16]=[O:17])[CH:14]=[CH:15][C:10]=2[O:9][CH:8]=1)[CH3:2]. The catalyst class is: 99. (2) Reactant: [Cl:1][C:2]1[C:11]2[C:6](=[CH:7][C:8]([O:12][CH3:13])=[CH:9][CH:10]=2)[CH:5]=[C:4]([OH:14])[N:3]=1.[C:15](=O)([O-])[O-].[K+].[K+].IC. Product: [Cl:1][C:2]1[C:11]2[C:6](=[CH:7][C:8]([O:12][CH3:13])=[CH:9][CH:10]=2)[CH:5]=[C:4]([O:14][CH3:15])[N:3]=1. The catalyst class is: 3. (3) Reactant: C(OC(=O)[NH:7][C@H:8]1[CH2:13][CH2:12][C@@H:11]([NH:14][C:15]([C:17]2[CH:18]=[N:19][C:20]([C:23]3[CH:28]=[CH:27][CH:26]=[C:25]([F:29])[CH:24]=3)=[CH:21][CH:22]=2)=[O:16])[CH2:10][CH2:9]1)(C)(C)C.O.[ClH:32]. Product: [ClH:32].[NH2:7][C@H:8]1[CH2:9][CH2:10][C@H:11]([NH:14][C:15](=[O:16])[C:17]2[CH:22]=[CH:21][C:20]([C:23]3[CH:28]=[CH:27][CH:26]=[C:25]([F:29])[CH:24]=3)=[N:19][CH:18]=2)[CH2:12][CH2:13]1. The catalyst class is: 12. (4) Reactant: [CH2:1]([N:8]1[CH:12]=[C:11]([C:13]2[CH:18]=[C:17]([F:19])[CH:16]=[CH:15][C:14]=2[F:20])[N:10]=[C:9]1[C@H:21]([NH:28]C(=O)OC(C)(C)C)[CH:22]1[CH2:27][CH2:26][O:25][CH2:24][CH2:23]1)[C:2]1[CH:7]=[CH:6][CH:5]=[CH:4][CH:3]=1.FC(F)(F)C(O)=O. Product: [CH2:1]([N:8]1[CH:12]=[C:11]([C:13]2[CH:18]=[C:17]([F:19])[CH:16]=[CH:15][C:14]=2[F:20])[N:10]=[C:9]1[C@@H:21]([CH:22]1[CH2:27][CH2:26][O:25][CH2:24][CH2:23]1)[NH2:28])[C:2]1[CH:3]=[CH:4][CH:5]=[CH:6][CH:7]=1. The catalyst class is: 2. (5) Product: [C:16]([Si:20]([O:10][CH2:9][CH2:8][C:3]1[CH:4]=[CH:5][CH:6]=[CH:7][C:2]=1[F:1])([CH3:23])[CH3:22])([CH3:19])([CH3:18])[CH3:17]. Reactant: [F:1][C:2]1[CH:7]=[CH:6][CH:5]=[CH:4][C:3]=1[CH2:8][CH2:9][OH:10].N1C=CN=C1.[C:16]([Si:20]([CH3:23])([CH3:22])Cl)([CH3:19])([CH3:18])[CH3:17]. The catalyst class is: 3. (6) The catalyst class is: 385. Reactant: [CH3:1][O:2][CH2:3][CH2:4][O:5][CH2:6][C:7]1[CH:12]=[CH:11][C:10]([C@@:13]2([O:46][CH2:47][C:48]#[N:49])[CH2:18][CH2:17][N:16]([S:19]([C:22]3[CH:27]=[CH:26][C:25]([CH3:28])=[CH:24][CH:23]=3)(=[O:21])=[O:20])[CH2:15][C@@H:14]2[O:29][CH2:30][C:31]2[CH:32]=[CH:33][C:34]3[O:39][CH2:38][CH2:37][N:36]([CH2:40][CH2:41][CH2:42][O:43][CH3:44])[C:35]=3[CH:45]=2)=[CH:9][CH:8]=1.[H-].[H-].[H-].[H-].[Li+].[Al+3].[OH-].[Na+].C([O-])(O)=O.[Na+]. Product: [CH3:1][O:2][CH2:3][CH2:4][O:5][CH2:6][C:7]1[CH:8]=[CH:9][C:10]([C@@:13]2([O:46][CH2:47][CH2:48][NH2:49])[CH2:18][CH2:17][N:16]([S:19]([C:22]3[CH:23]=[CH:24][C:25]([CH3:28])=[CH:26][CH:27]=3)(=[O:20])=[O:21])[CH2:15][C@@H:14]2[O:29][CH2:30][C:31]2[CH:32]=[CH:33][C:34]3[O:39][CH2:38][CH2:37][N:36]([CH2:40][CH2:41][CH2:42][O:43][CH3:44])[C:35]=3[CH:45]=2)=[CH:11][CH:12]=1. (7) Reactant: [Br:1][C:2]1[C:3](=[O:19])[NH:4][C:5](C)=[CH:6][C:7]=1[O:8][CH2:9][C:10]1[CH:15]=[CH:14][C:13](F)=[CH:12][C:11]=1F.[F-].[Cs+].C(O[Si](OCC)(OCC)OCC)C.[C:35]([O:39][CH2:40][CH3:41])(=[O:38])[CH:36]=[CH2:37]. Product: [CH2:9]([O:8][C:7]1[CH:6]=[CH:5][N:4]([CH2:37][CH2:36][C:35]([O:39][CH2:40][CH3:41])=[O:38])[C:3](=[O:19])[C:2]=1[Br:1])[C:10]1[CH:11]=[CH:12][CH:13]=[CH:14][CH:15]=1. The catalyst class is: 7. (8) Reactant: C(C1C=C(F)C(N[C@@H](C(C)(C)C)CS(N)(=O)=O)=NC=1C1C2C(=NC=C(F)C=2)NC=1)#[N:2].[F:31][C:32]1[C:33]([NH:58][C@@H:59]([C:65]([CH3:68])([CH3:67])[CH3:66])[CH2:60][S:61]([OH:64])(=[O:63])=[O:62])=C[C:35]([C:38]2[C:46]3[C:41](=[N:42][CH:43]=[C:44]([F:47])[CH:45]=3)[N:40](S(C3C=CC(C)=CC=3)(=O)=O)[CH:39]=2)=[N:36][CH:37]=1.C(O)(C(F)(F)F)=O. Product: [F:31][C:32]1[C:33]([NH:58][C@@H:59]([C:65]([CH3:68])([CH3:67])[CH3:66])[CH2:60][S:61]([OH:64])(=[O:63])=[O:62])=[N:2][C:35]([C:38]2[C:46]3[C:41](=[N:42][CH:43]=[C:44]([F:47])[CH:45]=3)[NH:40][CH:39]=2)=[N:36][CH:37]=1. The catalyst class is: 47. (9) Reactant: [F:1][C:2]1[C:3]([C:21]2[CH:26]=[C:25]([F:27])[CH:24]=[CH:23][C:22]=2[O:28][CH3:29])=[C:4]2[CH:10]=[C:9]([C:11]3[CH2:16][CH2:15][N:14]([CH2:17][C:18](O)=[O:19])[CH2:13][CH:12]=3)[NH:8][C:5]2=[N:6][CH:7]=1.F[P-](F)(F)(F)(F)F.N1(O[P+](N2CCCC2)(N2CCCC2)N2CCCC2)C2C=CC=CC=2N=N1.C(N(CC)CC)C.[NH:70]1[CH2:73][CH:72]([OH:74])[CH2:71]1.Cl. Product: [F:1][C:2]1[C:3]([C:21]2[CH:26]=[C:25]([F:27])[CH:24]=[CH:23][C:22]=2[O:28][CH3:29])=[C:4]2[CH:10]=[C:9]([C:11]3[CH2:16][CH2:15][N:14]([CH2:17][C:18]([N:70]4[CH2:73][CH:72]([OH:74])[CH2:71]4)=[O:19])[CH2:13][CH:12]=3)[NH:8][C:5]2=[N:6][CH:7]=1. The catalyst class is: 35.